From a dataset of Peptide-MHC class I binding affinity with 185,985 pairs from IEDB/IMGT. Regression. Given a peptide amino acid sequence and an MHC pseudo amino acid sequence, predict their binding affinity value. This is MHC class I binding data. (1) The peptide sequence is YTVYYPNL. The MHC is H-2-Kb with pseudo-sequence H-2-Kb. The binding affinity (normalized) is 0.592. (2) The peptide sequence is LQIRGRERF. The MHC is HLA-A26:01 with pseudo-sequence HLA-A26:01. The binding affinity (normalized) is 0.0847. (3) The binding affinity (normalized) is 0.738. The MHC is HLA-A02:01 with pseudo-sequence HLA-A02:01. The peptide sequence is ALMEWLKTRPI. (4) The peptide sequence is AHSKAETEA. The MHC is HLA-A02:01 with pseudo-sequence HLA-A02:01. The binding affinity (normalized) is 0.0847. (5) The peptide sequence is RTLNAWVKV. The MHC is HLA-B45:01 with pseudo-sequence HLA-B45:01. The binding affinity (normalized) is 0. (6) The MHC is HLA-A02:01 with pseudo-sequence HLA-A02:01. The peptide sequence is FVHTLLKTY. The binding affinity (normalized) is 0.0847.